Binary Classification. Given a T-cell receptor sequence (or CDR3 region) and an epitope sequence, predict whether binding occurs between them. From a dataset of TCR-epitope binding with 47,182 pairs between 192 epitopes and 23,139 TCRs. (1) The epitope is LLQTGIHVRVSQPSL. The TCR CDR3 sequence is CASSQEISYNEQFF. Result: 0 (the TCR does not bind to the epitope). (2) The epitope is LLQTGIHVRVSQPSL. The TCR CDR3 sequence is CASTSGDRLHEQYF. Result: 0 (the TCR does not bind to the epitope). (3) The epitope is RAKFKQLL. The TCR CDR3 sequence is CASSPTGINYGYTF. Result: 1 (the TCR binds to the epitope). (4) Result: 1 (the TCR binds to the epitope). The TCR CDR3 sequence is CASSQDPGLAGELFF. The epitope is KLSYGIATV. (5) The epitope is LLFNKVTLA. The TCR CDR3 sequence is CASSFSDEQFF. Result: 1 (the TCR binds to the epitope). (6) The epitope is FLNRFTTTL. The TCR CDR3 sequence is CASSIGLAGAMEQYF. Result: 0 (the TCR does not bind to the epitope). (7) The epitope is NLVPMVATV. The TCR CDR3 sequence is CASTTDRGYGYTF. Result: 1 (the TCR binds to the epitope).